The task is: Predict the reactants needed to synthesize the given product.. This data is from Full USPTO retrosynthesis dataset with 1.9M reactions from patents (1976-2016). (1) Given the product [CH:1]1([N:6]2[C:10]([C:11]3[C:12]([F:39])=[CH:13][N:43]=[C:41]([NH:40][CH:44]4[CH2:49][CH2:48][N:47]([C:50]([O:52][CH2:53][C:54]5[CH:59]=[CH:58][CH:57]=[CH:56][CH:55]=5)=[O:51])[CH2:46][CH2:45]4)[N:42]=3)=[CH:9][N:8]=[C:7]2[CH3:18])[CH2:5][CH2:4][CH2:3][CH2:2]1, predict the reactants needed to synthesize it. The reactants are: [CH:1]1([N:6]2[C:10]([C:11](=O)/[CH:12]=[CH:13]/N(C)C)=[CH:9][N:8]=[C:7]2[CH3:18])[CH2:5][CH2:4][CH2:3][CH2:2]1.[B-](F)(F)(F)F.[B-](F)(F)(F)F.C1[N+]2(CCl)CC[N+]([F:39])(CC2)C1.[NH:40]([CH:44]1[CH2:49][CH2:48][N:47]([C:50]([O:52][CH2:53][C:54]2[CH:59]=[CH:58][CH:57]=[CH:56][CH:55]=2)=[O:51])[CH2:46][CH2:45]1)[C:41]([NH2:43])=[NH:42]. (2) The reactants are: [NH2:1][C:2]1[N:10]=[CH:9][C:8]([Cl:11])=[CH:7][C:3]=1[C:4]([NH2:6])=[O:5].[N:12]1([C:18]2[CH:19]=[C:20]([CH2:24]N)[CH:21]=[CH:22][CH:23]=2)[CH2:17][CH2:16][O:15][CH2:14][CH2:13]1. Given the product [ClH:11].[Cl:11][C:8]1[CH:7]=[C:3]([C:4]([NH2:6])=[O:5])[C:2](=[NH:1])[N:10]([CH2:24][C:20]2[CH:21]=[CH:22][CH:23]=[C:18]([N:12]3[CH2:17][CH2:16][O:15][CH2:14][CH2:13]3)[CH:19]=2)[CH:9]=1, predict the reactants needed to synthesize it. (3) Given the product [CH2:1]([C@H:4]1[CH2:9][CH2:8][C@H:7]([C@H:10]2[CH2:15][CH2:14][C@H:13]([CH2:16][Cl:26])[CH2:12][CH2:11]2)[CH2:6][CH2:5]1)[CH2:2][CH3:3], predict the reactants needed to synthesize it. The reactants are: [CH2:1]([C@H:4]1[CH2:9][CH2:8][C@H:7]([C@H:10]2[CH2:15][CH2:14][C@H:13]([CH2:16]O)[CH2:12][CH2:11]2)[CH2:6][CH2:5]1)[CH2:2][CH3:3].N1C=CC=CC=1.S(Cl)([Cl:26])=O. (4) Given the product [CH2:23]([C:19]1[CH:20]=[C:21]([CH3:22])[C:16]([N:13]2[CH2:14][CH2:15][N:10]([C:8]([C:5]3[CH:6]=[CH:7][C:2]([N:28]4[C@H:27]([CH3:26])[CH2:31][O:30][C:29]4=[O:32])=[CH:3][C:4]=3[F:25])=[O:9])[CH2:11][CH2:12]2)=[N:17][CH:18]=1)[CH3:24], predict the reactants needed to synthesize it. The reactants are: Br[C:2]1[CH:7]=[CH:6][C:5]([C:8]([N:10]2[CH2:15][CH2:14][N:13]([C:16]3[C:21]([CH3:22])=[CH:20][C:19]([CH2:23][CH3:24])=[CH:18][N:17]=3)[CH2:12][CH2:11]2)=[O:9])=[C:4]([F:25])[CH:3]=1.[CH3:26][C@@H:27]1[CH2:31][O:30][C:29](=[O:32])[NH:28]1. (5) Given the product [CH3:88][O:91][C:30]1[C:29]([O:36][C:37]2[CH:38]=[C:39]([NH:43][C:47](=[O:50])[CH:86]=[CH2:81])[CH:40]=[CH:41][CH:42]=2)=[N:28][C:27]([NH:12][C:11]2[CH:13]=[CH:14][C:8]([O:7][CH2:6][CH2:5][S:2]([CH3:1])(=[O:3])=[O:4])=[CH:9][CH:10]=2)=[N:32][CH:31]=1, predict the reactants needed to synthesize it. The reactants are: [CH3:1][S:2]([CH2:5][CH2:6][O:7][C:8]1[CH:14]=[CH:13][C:11]([NH2:12])=[CH:10][CH:9]=1)(=[O:4])=[O:3].COCCN(C)C1C=CC(N[C:27]2[N:28]=[C:29]([O:36][C:37]3[CH:42]=[CH:41][CH:40]=[C:39]([N+:43]([O-])=O)[CH:38]=3)[C:30]3C=CN[C:31]=3[N:32]=2)=CC=1.[C:47]([O-:50])([O-])=O.[K+].[K+].C1(P([CH:81]2[CH2:86]CCCC2)C2C=CC=CC=2C2C(C(C)C)=CC(C(C)C)=CC=2C(C)C)CCCCC1.C[C:88]([OH:91])(C)C.